The task is: Predict which catalyst facilitates the given reaction.. This data is from Catalyst prediction with 721,799 reactions and 888 catalyst types from USPTO. (1) Reactant: [Br:1][C:2]1[CH:7]=[CH:6][C:5]([CH:8]([NH:11][C:12]2[CH:17]=[CH:16][C:15]([C:18]([CH3:21])([CH3:20])[CH3:19])=[CH:14][CH:13]=2)[CH2:9]O)=[CH:4][CH:3]=1.[F:22][C:23]([F:35])([F:34])[O:24][C:25]1[CH:30]=[CH:29][C:28]([N:31]=[C:32]=[O:33])=[CH:27][CH:26]=1.[Cl-].[Li+].S(Cl)(Cl)=O. Product: [Br:1][C:2]1[CH:7]=[CH:6][C:5]([CH:8]2[CH2:9][N:31]([C:28]3[CH:29]=[CH:30][C:25]([O:24][C:23]([F:22])([F:35])[F:34])=[CH:26][CH:27]=3)[C:32](=[O:33])[N:11]2[C:12]2[CH:17]=[CH:16][C:15]([C:18]([CH3:21])([CH3:20])[CH3:19])=[CH:14][CH:13]=2)=[CH:4][CH:3]=1. The catalyst class is: 1. (2) Reactant: [CH3:1][C:2]([O:4][C:5]1[S:9][C:8]2[CH2:10][CH2:11][N:12]([CH:14]([C:22]([CH:24]3[CH2:26][CH2:25]3)=[O:23])[C:15]3[CH:16]=[CH:17][CH:18]=[CH:19][C:20]=3[F:21])[CH2:13][C:7]=2[CH:6]=1)=[O:3].[BrH:27]. Product: [CH3:1][C:2]([O:4][C:5]1[S:9][C:8]2[CH2:10][CH2:11][N:12]([CH:14]([C:22]([CH:24]3[CH2:26][CH2:25]3)=[O:23])[C:15]3[C:20]([F:21])=[CH:19][CH:18]=[CH:17][CH:16]=3)[CH2:13][C:7]=2[CH:6]=1)=[O:3].[BrH:27]. The catalyst class is: 51. (3) Reactant: [C@@H:1]([C@H:9]([C:11]1[CH:16]=[CH:15][CH:14]=[CH:13][CH:12]=1)[NH2:10])([C:3]1[CH:8]=[CH:7][CH:6]=[CH:5][CH:4]=1)[NH2:2].C(N(CC)CC)C.[S:24](Cl)([C:27]1[C:39]2[CH:38]=[CH:37][CH:36]=[C:32]([N:33]([CH3:35])[CH3:34])[C:31]=2[CH:30]=[CH:29][CH:28]=1)(=[O:26])=[O:25]. Product: [NH2:10][C@@H:9]([C:11]1[CH:16]=[CH:15][CH:14]=[CH:13][CH:12]=1)[C@@H:1]([NH:2][S:24]([C:27]1[C:39]2[C:31](=[C:32]([N:33]([CH3:35])[CH3:34])[CH:36]=[CH:37][CH:38]=2)[CH:30]=[CH:29][CH:28]=1)(=[O:26])=[O:25])[C:3]1[CH:8]=[CH:7][CH:6]=[CH:5][CH:4]=1. The catalyst class is: 1.